This data is from Reaction yield outcomes from USPTO patents with 853,638 reactions. The task is: Predict the reaction yield, written as a fraction of the theoretical maximum amount of product (1.0 means a 100% yield; for example, 0.34 means a 34% yield). The reactants are [Br:1][C:2]1[CH:3]=[C:4]([CH:11]=[C:12]([O:14][CH2:15][CH:16]2[CH2:18][CH2:17]2)[CH:13]=1)[C:5](N(OC)C)=[O:6].Br[C:20]1[CH:25]=[CH:24][C:23]([O:26][CH3:27])=[C:22]([CH3:28])[CH:21]=1. No catalyst specified. The product is [Br:1][C:2]1[CH:3]=[C:4]([C:5]([C:20]2[CH:25]=[CH:24][C:23]([O:26][CH3:27])=[C:22]([CH3:28])[CH:21]=2)=[O:6])[CH:11]=[C:12]([O:14][CH2:15][CH:16]2[CH2:17][CH2:18]2)[CH:13]=1. The yield is 0.760.